This data is from Forward reaction prediction with 1.9M reactions from USPTO patents (1976-2016). The task is: Predict the product of the given reaction. (1) Given the reactants [Cl:1][C:2]1[CH:12]=[CH:11][CH:10]=[CH:9][C:3]=1[CH2:4][S:5](Cl)(=[O:7])=[O:6].[OH-].[NH4+:14], predict the reaction product. The product is: [Cl:1][C:2]1[CH:12]=[CH:11][CH:10]=[CH:9][C:3]=1[CH2:4][S:5]([NH2:14])(=[O:7])=[O:6]. (2) Given the reactants F[C:2]1[CH:7]=[CH:6][CH:5]=[C:4](F)[N:3]=1.[Cl:9][C:10]1[CH:16]=[CH:15][C:13]([NH2:14])=[CH:12][CH:11]=1.[CH2:17]([O:19][C:20]([C:22]1[CH:26]=[CH:25][NH:24][N:23]=1)=[O:21])[CH3:18], predict the reaction product. The product is: [CH2:17]([O:19][C:20]([C:22]1[CH:26]=[CH:25][N:24]([C:2]2[CH:7]=[CH:6][CH:5]=[C:4]([NH:14][C:13]3[CH:15]=[CH:16][C:10]([Cl:9])=[CH:11][CH:12]=3)[N:3]=2)[N:23]=1)=[O:21])[CH3:18]. (3) Given the reactants [OH-].[K+].[Cl:3][C:4]1[CH:5]=[C:6]2[C:10](=[CH:11][CH:12]=1)[NH:9][CH:8]=[CH:7]2.Cl.[NH:14]1[CH2:19][CH2:18][C:17](=O)[CH2:16][CH2:15]1.O, predict the reaction product. The product is: [Cl:3][C:4]1[CH:5]=[C:6]2[C:10](=[CH:11][CH:12]=1)[NH:9][CH:8]=[C:7]2[C:17]1[CH2:18][CH2:19][NH:14][CH2:15][CH:16]=1. (4) Given the reactants C[O:2][C:3]1[CH:20]=[CH:19][C:6]2=[N:7][N:8]([C:10]3[CH:15]=[CH:14][C:13]([N:16]([CH3:18])[CH3:17])=[CH:12][CH:11]=3)[N:9]=[C:5]2[CH:4]=1.B(Br)(Br)Br.C([O-])([O-])=O.[Na+].[Na+], predict the reaction product. The product is: [OH:2][C:3]1[CH:20]=[CH:19][C:6]2=[N:7][N:8]([C:10]3[CH:11]=[CH:12][C:13]([N:16]([CH3:17])[CH3:18])=[CH:14][CH:15]=3)[N:9]=[C:5]2[CH:4]=1. (5) Given the reactants [Na].Cl.NO.[Cl:5][C:6]1[CH:11]=[CH:10][C:9]([C:12]2([CH2:17][CH2:18][CH2:19][N:20]3C(=O)C4C(=CC=CC=4)C3=O)[O:16][CH2:15][CH2:14][O:13]2)=[CH:8][CH:7]=1.[F:31][C:32]([F:43])([F:42])[C:33]1[CH:41]=[CH:40][CH:39]=[CH:38][C:34]=1[C:35](Cl)=[O:36], predict the reaction product. The product is: [Cl:5][C:6]1[CH:7]=[CH:8][C:9]([C:12]2([CH2:17][CH2:18][CH2:19][NH:20][C:35](=[O:36])[C:34]3[CH:38]=[CH:39][CH:40]=[CH:41][C:33]=3[C:32]([F:43])([F:42])[F:31])[O:13][CH2:14][CH2:15][O:16]2)=[CH:10][CH:11]=1. (6) Given the reactants [Br:1][C:2]1[CH:7]=[CH:6][C:5]([C:8]([CH3:11])([CH3:10])[CH3:9])=[CH:4][C:3]=1[N+:12]([O-])=O.[O-]S([O-])(=S)=O.[Na+].[Na+].Cl.C(=O)([O-])[O-].[Na+].[Na+], predict the reaction product. The product is: [Br:1][C:2]1[CH:7]=[CH:6][C:5]([C:8]([CH3:10])([CH3:9])[CH3:11])=[CH:4][C:3]=1[NH2:12]. (7) Given the reactants [C:1]([CH:4]1[CH2:9][CH:8]([C@@H:10]([NH:13][C:14](=[O:16])[OH:15])[CH2:11][CH3:12])[CH2:7][CH2:6][NH:5]1)(=[O:3])[NH2:2].CCN([CH:23]([CH3:25])[CH3:24])C(C)C.[CH2:26]([O:33][C:34](Cl)=[O:35])[C:27]1[CH:32]=[CH:31][CH:30]=[CH:29][CH:28]=1.[CH2:37](Cl)Cl, predict the reaction product. The product is: [CH2:26]([O:33][C:34]([N:5]1[CH2:6][CH2:7][CH:8]([C@@H:10]([NH:13][C:14]([O:15][C:23]([CH3:24])([CH3:25])[CH3:37])=[O:16])[CH2:11][CH3:12])[CH2:9][CH:4]1[C:1](=[O:3])[NH2:2])=[O:35])[C:27]1[CH:32]=[CH:31][CH:30]=[CH:29][CH:28]=1. (8) The product is: [CH:1]1([O:10][C:12]2[N:13]=[C:14]([OH:22])[C:15]3[CH:21]=[CH:20][N:19]=[CH:18][C:16]=3[N:17]=2)[C:9]2[C:4](=[CH:5][CH:6]=[CH:7][CH:8]=2)[CH2:3][CH2:2]1. Given the reactants [CH:1]1([OH:10])[C:9]2[C:4](=[CH:5][CH:6]=[CH:7][CH:8]=2)[CH2:3][CH2:2]1.Cl[C:12]1[N:13]=[C:14]([OH:22])[C:15]2[CH:21]=[CH:20][N:19]=[CH:18][C:16]=2[N:17]=1, predict the reaction product. (9) Given the reactants [NH2:1][C:2]1[CH:3]=[CH:4][C:5]2[C:11]([CH3:13])([CH3:12])[CH2:10][CH2:9][C:8](=[O:14])[N:7]([CH2:15][CH2:16][O:17][CH3:18])[C:6]=2[CH:19]=1.Cl[C:21]1[N:26]=[C:25]([NH:27][C@@H:28]2[C@@H:33]3[CH2:34][C@@H:30]([CH:31]=[CH:32]3)[C@@H:29]2[C:35]([NH2:37])=[O:36])[C:24]([Cl:38])=[CH:23][N:22]=1, predict the reaction product. The product is: [Cl:38][C:24]1[C:25]([NH:27][C@@H:28]2[C@@H:33]3[CH2:34][C@@H:30]([CH:31]=[CH:32]3)[C@@H:29]2[C:35]([NH2:37])=[O:36])=[N:26][C:21]([NH:1][C:2]2[CH:3]=[CH:4][C:5]3[C:11]([CH3:13])([CH3:12])[CH2:10][CH2:9][C:8](=[O:14])[N:7]([CH2:15][CH2:16][O:17][CH3:18])[C:6]=3[CH:19]=2)=[N:22][CH:23]=1.